Predict the reactants needed to synthesize the given product. From a dataset of Full USPTO retrosynthesis dataset with 1.9M reactions from patents (1976-2016). (1) Given the product [CH2:42]([O:5][C:6]([N:8]1[CH2:13][CH2:12][CH:11]([C:14]2[N:23]=[C:22]([N:24]3[CH2:25][CH2:26][N:27]([C:30]4[CH:35]=[CH:34][CH:33]=[CH:32][C:31]=4[O:36][CH3:37])[CH2:28][CH2:29]3)[C:21]3[C:16](=[CH:17][C:18]([O:40][CH3:41])=[C:19]([O:38][CH3:39])[CH:20]=3)[N:15]=2)[CH2:10][CH2:9]1)=[O:7])[C:43]1[CH:48]=[CH:47][CH:46]=[CH:45][CH:44]=1, predict the reactants needed to synthesize it. The reactants are: C([O:5][C:6]([N:8]1[CH2:13][CH2:12][CH:11]([C:14]2[N:23]=[C:22]([N:24]3[CH2:29][CH2:28][N:27]([C:30]4[CH:35]=[CH:34][CH:33]=[CH:32][C:31]=4[O:36][CH3:37])[CH2:26][CH2:25]3)[C:21]3[C:16](=[CH:17][C:18]([O:40][CH3:41])=[C:19]([O:38][CH3:39])[CH:20]=3)[N:15]=2)[CH2:10][CH2:9]1)=[O:7])(C)(C)C.[CH2:42](OC(N1CCC(C(O)=O)CC1)=O)[C:43]1[CH:48]=[CH:47][CH:46]=[CH:45][CH:44]=1. (2) Given the product [CH3:14][O:13][C:11]([C:8]1([C:4]2[CH:3]=[C:2]([B:15]([OH:19])[OH:16])[CH:7]=[N:6][CH:5]=2)[CH2:10][CH2:9]1)=[O:12], predict the reactants needed to synthesize it. The reactants are: Br[C:2]1[CH:3]=[C:4]([C:8]2([C:11]([O:13][CH3:14])=[O:12])[CH2:10][CH2:9]2)[CH:5]=[N:6][CH:7]=1.[B:15]1(B2OC(C)(C)C(C)(C)O2)[O:19]C(C)(C)C(C)(C)[O:16]1.C1(P(C2CCCCC2)C2CCCCC2)CCCCC1.C([O-])(=O)C.[K+]. (3) Given the product [F:1][C:2]1[CH:7]=[C:6]([CH:8]([CH2:17][CH:16]=[CH2:15])[CH2:9][N+:10]([O-:12])=[O:11])[C:5]([F:13])=[CH:4][C:3]=1[F:14], predict the reactants needed to synthesize it. The reactants are: [F:1][C:2]1[CH:7]=[C:6](/[CH:8]=[CH:9]/[N+:10]([O-:12])=[O:11])[C:5]([F:13])=[CH:4][C:3]=1[F:14].[CH2:15]([Mg]Cl)[CH:16]=[CH2:17].